This data is from Full USPTO retrosynthesis dataset with 1.9M reactions from patents (1976-2016). The task is: Predict the reactants needed to synthesize the given product. (1) Given the product [C:1]([O:5][C:6](=[O:31])[NH:7][C@@H:8]1[C:14](=[O:15])[N:13]([CH2:16][C:17]2[C:26]3[C:21](=[CH:22][CH:23]=[CH:24][CH:25]=3)[CH:20]=[CH:19][CH:18]=2)[C:12]2[CH:27]=[CH:28][CH:29]=[CH:30][C:11]=2[N:10]([CH2:32][CH2:33][CH:34]([CH3:36])[CH3:35])[CH2:9]1)([CH3:4])([CH3:2])[CH3:3], predict the reactants needed to synthesize it. The reactants are: [C:1]([O:5][C:6](=[O:31])[NH:7][C@@H:8]1[C:14](=[O:15])[N:13]([CH2:16][C:17]2[C:26]3[C:21](=[CH:22][CH:23]=[CH:24][CH:25]=3)[CH:20]=[CH:19][CH:18]=2)[C:12]2[CH:27]=[CH:28][CH:29]=[CH:30][C:11]=2[NH:10][CH2:9]1)([CH3:4])([CH3:3])[CH3:2].[CH:32](=O)[CH2:33][CH:34]([CH3:36])[CH3:35].C(O[BH-](OC(=O)C)OC(=O)C)(=O)C.[Na+]. (2) Given the product [CH2:1]([N:25]([CH2:26][CH2:27][OH:28])[CH2:18][C@H:19]([OH:33])[CH3:20])[C:2]1[CH:3]=[CH:4][CH:5]=[CH:6][CH:7]=1, predict the reactants needed to synthesize it. The reactants are: [CH3:1][C:2]1[CH:7]=[CH:6][C:5](S(OC[C@@H](O)C)(=O)=O)=[CH:4][CH:3]=1.[OH-].[K+].[CH2:18]([NH:25][CH2:26][CH2:27][OH:28])[C:19]1C=CC=C[CH:20]=1.CC([O:33]C(OC(OC(C)(C)C)=O)=O)(C)C. (3) Given the product [C:1]([O:5][C:6]([N:8]1[CH2:12][CH2:11][C@H:10]([O:13][C:14]2[CH:19]=[C:18]([F:20])[CH:17]=[CH:16][C:15]=2[NH:21][C:22]2[C:23]3[C:30]([CH3:31])=[C:29]([C:32]([NH2:35])=[O:33])[S:28][C:24]=3[N:25]=[CH:26][N:27]=2)[CH2:9]1)=[O:7])([CH3:4])([CH3:2])[CH3:3], predict the reactants needed to synthesize it. The reactants are: [C:1]([O:5][C:6]([N:8]1[CH2:12][CH2:11][C@H:10]([O:13][C:14]2[CH:19]=[C:18]([F:20])[CH:17]=[CH:16][C:15]=2[NH:21][C:22]2[C:23]3[C:30]([CH3:31])=[C:29]([C:32](O)=[O:33])[S:28][C:24]=3[N:25]=[CH:26][N:27]=2)[CH2:9]1)=[O:7])([CH3:4])([CH3:3])[CH3:2].[NH3:35]. (4) The reactants are: [C:1]([O:9][C:10]1[C:18]([O:19][CH3:20])=[CH:17][C:13]([C:14]([OH:16])=O)=[C:12]([N+:21]([O-:23])=[O:22])[CH:11]=1)(=O)[C:2]1[CH:7]=[CH:6][CH:5]=[CH:4][CH:3]=1.[NH:24]1[CH2:29][CH2:28][CH2:27][CH2:26][C@@H:25]1[C:30]([O:32][CH3:33])=[O:31].C(Cl)CCl.CCN(C(C)C)C(C)C. Given the product [CH2:1]([O:9][C:10]1[C:18]([O:19][CH3:20])=[CH:17][C:13]([C:14]([N:24]2[CH2:29][CH2:28][CH2:27][CH2:26][C@@H:25]2[C:30]([O:32][CH3:33])=[O:31])=[O:16])=[C:12]([N+:21]([O-:23])=[O:22])[CH:11]=1)[C:2]1[CH:3]=[CH:4][CH:5]=[CH:6][CH:7]=1, predict the reactants needed to synthesize it. (5) Given the product [C:19]([O:23][C:24]([N:26]1[CH2:31][CH2:30][N:29]([C:2]2[CH:11]=[C:10]([C:12]3[CH:17]=[CH:16][CH:15]=[CH:14][C:13]=3[CH3:18])[C:5]([C:6](=[O:7])[NH:8][CH3:9])=[CH:4][N:3]=2)[CH2:28][CH2:27]1)=[O:25])([CH3:22])([CH3:20])[CH3:21], predict the reactants needed to synthesize it. The reactants are: Cl[C:2]1[CH:11]=[C:10]([C:12]2[CH:17]=[CH:16][CH:15]=[CH:14][C:13]=2[CH3:18])[C:5]([C:6]([NH:8][CH3:9])=[O:7])=[CH:4][N:3]=1.[C:19]([O:23][C:24]([N:26]1[CH2:31][CH2:30][NH:29][CH2:28][CH2:27]1)=[O:25])([CH3:22])([CH3:21])[CH3:20].C(N(C(C)C)C(C)C)C. (6) Given the product [CH3:27][C:28]([CH3:33])([CH3:32])[CH2:29][N:30]1[C:5]([C:7]2[C:12](=[O:13])[CH:11]=[CH:10][N:9]([C:14]3[CH:15]=[CH:16][C:17]([N:20]4[CH2:25][CH2:24][O:23][CH2:22][CH2:21]4)=[CH:18][CH:19]=3)[N:8]=2)=[CH:4][CH:3]=[N:31]1, predict the reactants needed to synthesize it. The reactants are: CN(C)[CH:3]=[CH:4][C:5]([C:7]1[C:12](=[O:13])[CH:11]=[CH:10][N:9]([C:14]2[CH:19]=[CH:18][C:17]([N:20]3[CH2:25][CH2:24][O:23][CH2:22][CH2:21]3)=[CH:16][CH:15]=2)[N:8]=1)=O.[CH3:27][C:28]([CH3:33])([CH3:32])[CH2:29][NH:30][NH2:31]. (7) Given the product [Cl:1][C:2]1[CH:10]=[C:9]([CH:8]=[CH:7][C:3]=1[C:4]([N:35]1[CH2:36][CH2:37][CH2:38][CH:34]1[CH2:26][CH2:27][C:28]1[CH:33]=[CH:32][CH:31]=[CH:30][CH:29]=1)=[O:5])[C:11]([NH:13][CH:14]([C:16]1[NH:20][C:19]2[CH:21]=[CH:22][C:23]([Cl:25])=[CH:24][C:18]=2[N:17]=1)[CH3:15])=[O:12], predict the reactants needed to synthesize it. The reactants are: [Cl:1][C:2]1[CH:10]=[C:9]([C:11]([NH:13][CH:14]([C:16]2[NH:20][C:19]3[CH:21]=[CH:22][C:23]([Cl:25])=[CH:24][C:18]=3[N:17]=2)[CH3:15])=[O:12])[CH:8]=[CH:7][C:3]=1[C:4](O)=[O:5].[CH2:26]([CH:34]1[CH2:38][CH2:37][CH2:36][NH:35]1)[CH2:27][C:28]1[CH:33]=[CH:32][CH:31]=[CH:30][CH:29]=1.C(N(C(C)C)CC)(C)C.ClCl.